The task is: Regression. Given a peptide amino acid sequence and an MHC pseudo amino acid sequence, predict their binding affinity value. This is MHC class II binding data.. This data is from Peptide-MHC class II binding affinity with 134,281 pairs from IEDB. (1) The peptide sequence is TCGFVDERGLYKSLK. The MHC is DRB1_1201 with pseudo-sequence DRB1_1201. The binding affinity (normalized) is 0.0395. (2) The peptide sequence is ELASDLEKLKNKIRR. The MHC is DRB1_0101 with pseudo-sequence DRB1_0101. The binding affinity (normalized) is 0.266. (3) The peptide sequence is SGVAWLVVDPTTLFW. The MHC is DRB1_0101 with pseudo-sequence DRB1_0101. The binding affinity (normalized) is 0.462. (4) The peptide sequence is YEAQILNYSKAKSSLES. The MHC is DRB1_0401 with pseudo-sequence DRB1_0401. The binding affinity (normalized) is 0.375. (5) The peptide sequence is INEPTALAIAYGLDR. The MHC is HLA-DQA10401-DQB10402 with pseudo-sequence HLA-DQA10401-DQB10402. The binding affinity (normalized) is 0.461. (6) The peptide sequence is GELQIVDKSDAAFKI. The MHC is DRB1_1201 with pseudo-sequence DRB1_1201. The binding affinity (normalized) is 0.399. (7) The peptide sequence is FEERDAVLLGGSSDNEFVKL. The MHC is DRB1_0401 with pseudo-sequence DRB1_0401. The binding affinity (normalized) is 0.337.